Dataset: Reaction yield outcomes from USPTO patents with 853,638 reactions. Task: Predict the reaction yield, written as a fraction of the theoretical maximum amount of product (1.0 means a 100% yield; for example, 0.34 means a 34% yield). (1) The reactants are [Cl:1][C:2]1[S:3][C:4]([CH2:7]O)=[CH:5][N:6]=1.S(Cl)(Cl)=O.C(N(CC)CC)C.[NH:20]1[C:28]2[C:23](=[CH:24][CH:25]=[CH:26][CH:27]=2)[C:22]2([C:32]3=[CH:33][C:34]4[O:38][CH2:37][O:36][C:35]=4[CH:39]=[C:31]3[O:30][CH2:29]2)[C:21]1=[O:40].C(=O)([O-])[O-].[Cs+].[Cs+]. The catalyst is C(Cl)Cl. The product is [Cl:1][C:2]1[S:3][C:4]([CH2:7][N:20]2[C:28]3[C:23](=[CH:24][CH:25]=[CH:26][CH:27]=3)[C:22]3([C:32]4=[CH:33][C:34]5[O:38][CH2:37][O:36][C:35]=5[CH:39]=[C:31]4[O:30][CH2:29]3)[C:21]2=[O:40])=[CH:5][N:6]=1. The yield is 0.0340. (2) The catalyst is C1COCC1. The reactants are [CH3:1][N:2]1[CH:6]=[N:5][N:4]=[N:3]1.C([Li])CCC.CON(C)[C:15](=[O:27])[C:16]1[CH:21]=[CH:20][CH:19]=[C:18]([O:22][C:23]([F:26])([F:25])[F:24])[CH:17]=1.Cl. The yield is 0.210. The product is [CH3:1][N:2]1[C:6]([C:15]([C:16]2[CH:21]=[CH:20][CH:19]=[C:18]([O:22][C:23]([F:24])([F:25])[F:26])[CH:17]=2)=[O:27])=[N:5][N:4]=[N:3]1. (3) The reactants are C1N=[CH:4][N:3]([C:6]([N:8]2C=N[CH:10]=[CH:9]2)=[O:7])C=1.C(N(CC)CC)C.[F:20][C:21]1[CH:27]=[C:26]([I:28])[CH:25]=CC=1N.CN. The catalyst is CN(C)C=O.CO.O.C1(C)C=CC=CC=1. The product is [F:20][C:21]1[CH:27]=[C:26]([I:28])[CH:25]=[CH:10][C:9]=1[NH:8][C:6]([NH:3][CH3:4])=[O:7]. The yield is 0.948. (4) The reactants are [NH2:1][C:2]1[CH:7]=[C:6]([Cl:8])[CH:5]=[CH:4][C:3]=1[S:9][CH2:10][CH2:11][C:12]([N:14]1[CH2:18][CH2:17][CH2:16][CH2:15]1)=[O:13].[Cl:19][C:20]1[CH:25]=[CH:24][C:23]([S:26](Cl)(=[O:28])=[O:27])=[CH:22][C:21]=1[C:30]([F:33])([F:32])[F:31]. The catalyst is N1C=CC=CC=1. The product is [Cl:19][C:20]1[CH:25]=[CH:24][C:23]([S:26]([NH:1][C:2]2[CH:7]=[C:6]([Cl:8])[CH:5]=[CH:4][C:3]=2[S:9][CH2:10][CH2:11][C:12](=[O:13])[N:14]2[CH2:15][CH2:16][CH2:17][CH2:18]2)(=[O:27])=[O:28])=[CH:22][C:21]=1[C:30]([F:33])([F:31])[F:32]. The yield is 0.170. (5) The reactants are C(OC([NH:8][CH:9]1[CH2:14][CH2:13][N:12]([C:15]([C:17]2[CH:43]=[C:20]3[CH2:21][N:22]([C:25]([O:27][CH2:28][C:29]4[CH:34]=[C:33]([C:35]([F:38])([F:37])[F:36])[CH:32]=[C:31]([C:39]([F:42])([F:41])[F:40])[CH:30]=4)=[O:26])[CH2:23][CH2:24][N:19]3[N:18]=2)=[O:16])[CH2:11][CH2:10]1)=O)(C)(C)C.CC(=O)OCC.[ClH:50].CC(=O)OCC. No catalyst specified. The product is [ClH:50].[NH2:8][CH:9]1[CH2:14][CH2:13][N:12]([C:15]([C:17]2[CH:43]=[C:20]3[CH2:21][N:22]([C:25]([O:27][CH2:28][C:29]4[CH:30]=[C:31]([C:39]([F:40])([F:41])[F:42])[CH:32]=[C:33]([C:35]([F:36])([F:37])[F:38])[CH:34]=4)=[O:26])[CH2:23][CH2:24][N:19]3[N:18]=2)=[O:16])[CH2:11][CH2:10]1. The yield is 0.900. (6) The reactants are C[O:2][C:3](=[O:26])[C:4]([CH3:25])([CH3:24])[CH:5]([CH:21]1[CH2:23][CH2:22]1)[NH:6][C:7]([C:9]1[C:17]2[C:12](=[N:13][CH:14]=[C:15]([CH:18]3[CH2:20][CH2:19]3)[N:16]=2)[NH:11][CH:10]=1)=[O:8].C1COCC1.O.O[Li].O. The catalyst is CO. The product is [CH:21]1([CH:5]([NH:6][C:7]([C:9]2[C:17]3[C:12](=[N:13][CH:14]=[C:15]([CH:18]4[CH2:20][CH2:19]4)[N:16]=3)[NH:11][CH:10]=2)=[O:8])[C:4]([CH3:24])([CH3:25])[C:3]([OH:26])=[O:2])[CH2:23][CH2:22]1. The yield is 0.990. (7) The reactants are [CH2:1]([O:8][C:9]1[CH:14]=[CH:13][C:12]([S:15]([NH:18][C@@H:19]2[CH2:24][CH2:23][N:22]([C:25]([O:27][C:28]([CH3:31])([CH3:30])[CH3:29])=[O:26])[CH2:21][C@:20]2([CH3:36])[C:32](OC)=[O:33])(=[O:17])=[O:16])=[CH:11][CH:10]=1)[C:2]1[CH:7]=[CH:6][CH:5]=[CH:4][CH:3]=1.[OH-].[Na+].F[P-](F)(F)(F)(F)F.N1(O[P+](N(C)C)(N(C)C)N(C)C)C2C=CC=CC=2N=N1.Cl.[C:67]([O:71][NH2:72])([CH3:70])([CH3:69])[CH3:68]. The catalyst is [Cl-].[Na+].O.CN(C=O)C.C(N(CC)CC)C.CO.C1COCC1. The product is [CH2:1]([O:8][C:9]1[CH:14]=[CH:13][C:12]([S:15]([NH:18][C@@H:19]2[CH2:24][CH2:23][N:22]([C:25]([O:27][C:28]([CH3:31])([CH3:29])[CH3:30])=[O:26])[CH2:21][C@@:20]2([C:32](=[O:33])[NH:72][O:71][C:67]([CH3:70])([CH3:69])[CH3:68])[CH3:36])(=[O:17])=[O:16])=[CH:11][CH:10]=1)[C:2]1[CH:3]=[CH:4][CH:5]=[CH:6][CH:7]=1. The yield is 0.930. (8) The reactants are [CH3:1][O:2][C:3]1[CH:4]=[CH:5][C:6]([NH:11][C:12]2[C:13]3[N:14]([CH:27]=[CH:28][N:29]=3)[N:15]=[C:16]([C:18]3[CH:19]=[C:20]([CH:24]=[CH:25][CH:26]=3)[C:21](O)=[O:22])[CH:17]=2)=[N:7][C:8]=1[O:9][CH3:10].[NH2:30][C:31]1[CH:40]=[CH:39][C:34]([C:35]([O:37][CH3:38])=[O:36])=[C:33]([O:41][CH3:42])[CH:32]=1.CN1C=CN=C1.CCN=C=NCCCN(C)C. The catalyst is CN(C=O)C.O.C(OCC)(=O)C. The product is [CH3:1][O:2][C:3]1[CH:4]=[CH:5][C:6]([NH:11][C:12]2[C:13]3[N:14]([CH:27]=[CH:28][N:29]=3)[N:15]=[C:16]([C:18]3[CH:19]=[C:20]([CH:24]=[CH:25][CH:26]=3)[C:21]([NH:30][C:31]3[CH:40]=[CH:39][C:34]([C:35]([O:37][CH3:38])=[O:36])=[C:33]([O:41][CH3:42])[CH:32]=3)=[O:22])[CH:17]=2)=[N:7][C:8]=1[O:9][CH3:10]. The yield is 0.470. (9) The reactants are [CH3:1][C:2]1[CH:7]=[CH:6][CH:5]=[CH:4][C:3]=1[CH2:8][C:9]([OH:11])=O.C(Cl)(=O)C(Cl)=O.[Br:18][C:19]1[CH:24]=[CH:23][C:22]([O:25]C)=[CH:21][CH:20]=1.[Al+3].[Cl-].[Cl-].[Cl-]. The catalyst is ClCCl.CN(C=O)C. The product is [Br:18][C:19]1[CH:20]=[CH:21][C:22]([OH:25])=[C:23]([C:9](=[O:11])[CH2:8][C:3]2[CH:4]=[CH:5][CH:6]=[CH:7][C:2]=2[CH3:1])[CH:24]=1. The yield is 0.330. (10) The reactants are [CH2:1]([O:8][CH:9]([CH3:19])[C:10]([NH:12][C:13]([NH:15][C:16]([NH2:18])=[O:17])=[O:14])=O)[C:2]1[CH:7]=[CH:6][CH:5]=[CH:4][CH:3]=1.[OH-].[K+].C(O)(=O)C. The catalyst is O. The product is [CH2:1]([O:8][CH:9]([C:10]1[NH:12][C:13](=[O:14])[NH:15][C:16](=[O:17])[N:18]=1)[CH3:19])[C:2]1[CH:7]=[CH:6][CH:5]=[CH:4][CH:3]=1. The yield is 0.740.